From a dataset of Catalyst prediction with 721,799 reactions and 888 catalyst types from USPTO. Predict which catalyst facilitates the given reaction. (1) Reactant: CO[CH:3](OC)[N:4]([CH3:6])[CH3:5].[CH3:9][O:10][C:11](=[O:18])[C:12]([C:16]#[N:17])=[C:13]([CH3:15])[CH3:14]. Product: [CH3:9][O:10][C:11](=[O:18])[C:12]([C:16]#[N:17])=[C:13]([CH3:15])[CH:14]=[CH:3][N:4]([CH3:5])[CH3:6]. The catalyst class is: 14. (2) Reactant: [C:1](Cl)(=[O:3])[CH3:2].[F:5][C:6]1[CH:7]=[C:8]([CH:32]=[C:33]([F:35])[CH:34]=1)[CH2:9][C@H:10]([NH:28][C:29](=[O:31])[CH3:30])[C@H:11]([OH:27])[CH2:12][NH:13][C:14]1([C:18]2[CH:23]=[CH:22][CH:21]=[C:20]([CH:24]([CH3:26])[CH3:25])[CH:19]=2)[CH2:17][NH:16][CH2:15]1.C(N(C(C)C)CC)(C)C. Product: [C:1]([N:16]1[CH2:17][C:14]([NH:13][CH2:12][C@@H:11]([OH:27])[C@@H:10]([NH:28][C:29](=[O:31])[CH3:30])[CH2:9][C:8]2[CH:7]=[C:6]([F:5])[CH:34]=[C:33]([F:35])[CH:32]=2)([C:18]2[CH:23]=[CH:22][CH:21]=[C:20]([CH:24]([CH3:26])[CH3:25])[CH:19]=2)[CH2:15]1)(=[O:3])[CH3:2]. The catalyst class is: 2. (3) Reactant: [NH2:1][C:2]([CH3:33])([CH3:32])[C:3]([NH:5][C:6]1[CH:11]=[CH:10][CH:9]=[C:8]([C:12]2[C:21]3[C:16](=[CH:17][C:18]([O:27][CH2:28][CH3:29])=[C:19]4[O:24][C:23]([CH3:26])([CH3:25])[CH2:22][C:20]4=3)[CH2:15][C:14]([CH3:31])([CH3:30])[N:13]=2)[CH:7]=1)=[O:4].[C:34](=O)([O-])[OH:35].[Na+]. Product: [CH3:33][C:2]1([CH3:32])[NH:1][C:34](=[O:35])[N:5]([C:6]2[CH:11]=[CH:10][CH:9]=[C:8]([C:12]3[C:21]4[C:16](=[CH:17][C:18]([O:27][CH2:28][CH3:29])=[C:19]5[O:24][C:23]([CH3:25])([CH3:26])[CH2:22][C:20]5=4)[CH2:15][C:14]([CH3:31])([CH3:30])[N:13]=3)[CH:7]=2)[C:3]1=[O:4]. The catalyst class is: 9. (4) Product: [CH:1]1([O:6][C@@H:7]2[C@@H:15]([O:16][CH2:17][CH2:18][CH3:19])[C@H:14]([CH3:20])[O:13][C:12](=[O:21])[C@@H:11]([NH:22][C:23]([C:25]3[C:30]([O:31][C:38](=[O:39])[CH2:37][CH2:36][O:35][CH3:34])=[C:29]([O:32][CH3:33])[CH:28]=[CH:27][N:26]=3)=[O:24])[CH2:10][CH2:9][CH2:8]2)[CH2:2][CH2:3][CH2:4][CH2:5]1. Reactant: [CH:1]1([O:6][C@@H:7]2[C@@H:15]([O:16][CH2:17][CH2:18][CH3:19])[C@H:14]([CH3:20])[O:13][C:12](=[O:21])[C@@H:11]([NH:22][C:23]([C:25]3[C:30]([OH:31])=[C:29]([O:32][CH3:33])[CH:28]=[CH:27][N:26]=3)=[O:24])[CH2:10][CH2:9][CH2:8]2)[CH2:5][CH2:4][CH2:3][CH2:2]1.[CH3:34][O:35][CH2:36][CH2:37][C:38](Cl)=[O:39]. The catalyst class is: 79. (5) Reactant: [CH3:1][S:2](Cl)(=[O:4])=[O:3].[Cl:6][C:7]1[CH:12]=[CH:11][C:10]([C:13]2[N:17]([C:18]3[CH:23]=[CH:22][C:21]([Cl:24])=[CH:20][C:19]=3[Cl:25])[N:16]=[C:15]([C:26]([NH:28][CH:29]3[CH2:34][CH2:33][N:32](C(OC(C)(C)C)=O)[CH2:31][CH2:30]3)=[O:27])[C:14]=2[CH3:42])=[CH:9][CH:8]=1.C(N(CC)CC)C. Product: [Cl:6][C:7]1[CH:12]=[CH:11][C:10]([C:13]2[N:17]([C:18]3[CH:23]=[CH:22][C:21]([Cl:24])=[CH:20][C:19]=3[Cl:25])[N:16]=[C:15]([C:26]([NH:28][CH:29]3[CH2:34][CH2:33][N:32]([S:2]([CH3:1])(=[O:4])=[O:3])[CH2:31][CH2:30]3)=[O:27])[C:14]=2[CH3:42])=[CH:9][CH:8]=1. The catalyst class is: 7.